This data is from Forward reaction prediction with 1.9M reactions from USPTO patents (1976-2016). The task is: Predict the product of the given reaction. (1) The product is: [CH3:7][O:8][C:9]1[CH:16]=[CH:15][C:12]([C:13]#[N:14])=[CH:11][C:10]=1[CH:28]([CH3:30])[CH3:29]. Given the reactants C(=O)([O-])[O-].[K+].[K+].[CH3:7][O:8][C:9]1[CH:16]=[CH:15][C:12]([C:13]#[N:14])=[CH:11][C:10]=1OCCCN1CCOCC1.Br[CH:28]([CH3:30])[CH3:29], predict the reaction product. (2) Given the reactants ClC[CH:3]([OH:16])[CH2:4][N:5]1C(=O)C2C(=CC=CC=2)C1=O.[CH3:17][NH:18][CH:19]1[CH2:24][CH2:23][CH2:22][CH2:21][CH2:20]1.[CH2:25](O)C, predict the reaction product. The product is: [NH2:5][CH2:4][CH:3]([OH:16])[CH2:17][N:18]([CH:19]1[CH2:24][CH2:23][CH2:22][CH2:21][CH2:20]1)[CH3:25]. (3) Given the reactants [CH2:1]([O:5][C:6](=[O:21])[CH2:7][CH:8]1[C:17]2[C:12](=[C:13]([CH3:20])[C:14]([O:18]C)=[CH:15][CH:16]=2)[CH2:11][CH2:10][NH:9]1)[CH2:2][CH2:3][CH3:4].B(Br)(Br)Br.C(O)C, predict the reaction product. The product is: [CH2:1]([O:5][C:6](=[O:21])[CH2:7][CH:8]1[C:17]2[C:12](=[C:13]([CH3:20])[C:14]([OH:18])=[CH:15][CH:16]=2)[CH2:11][CH2:10][NH:9]1)[CH2:2][CH2:3][CH3:4]. (4) Given the reactants [F:1][C:2]1[CH:3]=[C:4]([NH:9][C:10]2[N:18]=[CH:17][CH:16]=[CH:15][C:11]=2[C:12]([OH:14])=O)[CH:5]=[CH:6][C:7]=1[F:8].Cl.[NH2:20][C:21]([CH3:26])([CH2:24][CH3:25])[C:22]#[CH:23].C1C=CC2N(O)N=NC=2C=1.CCN=C=NCCCN(C)C.CCN(C(C)C)C(C)C, predict the reaction product. The product is: [F:1][C:2]1[CH:3]=[C:4]([NH:9][C:10]2[N:18]=[CH:17][CH:16]=[CH:15][C:11]=2[C:12]([NH:20][C:21]([CH3:26])([CH2:24][CH3:25])[C:22]#[CH:23])=[O:14])[CH:5]=[CH:6][C:7]=1[F:8]. (5) The product is: [F:18][C:17]([F:20])([F:19])[C:16]1[C:21]([C:22]([F:25])([F:24])[F:23])=[C:4]2[CH:5]=[CH:6][CH:7]=[CH:8][N:3]2[N:2]=1. Given the reactants [I-].[NH2:2][N+:3]1[CH:8]=[CH:7][CH:6]=[CH:5][CH:4]=1.C([O-])([O-])=O.[K+].[K+].Cl[C:16](=[C:21](Cl)[C:22]([F:25])([F:24])[F:23])[C:17]([F:20])([F:19])[F:18], predict the reaction product. (6) Given the reactants [CH3:1][O:2][CH2:3][CH2:4][O:5][C:6]1[CH:11]=[CH:10][C:9]([C:12]2[N:13]=[C:14]3[CH:19]=[CH:18][C:17]([O:20][CH2:21][CH2:22][CH3:23])=[N:16][N:15]3[C:24]=2I)=[CH:8][CH:7]=1.[C:26]([Cu])#[N:27], predict the reaction product. The product is: [CH3:1][O:2][CH2:3][CH2:4][O:5][C:6]1[CH:11]=[CH:10][C:9]([C:12]2[N:13]=[C:14]3[CH:19]=[CH:18][C:17]([O:20][CH2:21][CH2:22][CH3:23])=[N:16][N:15]3[C:24]=2[C:26]#[N:27])=[CH:8][CH:7]=1. (7) Given the reactants [N:1]1[CH:6]=[C:5](B(O)O)[CH:4]=[N:3][CH:2]=1.I[C:11]1[N:16]=[C:15]([NH2:17])[N:14]=[C:13]([NH:18][CH3:19])[CH:12]=1, predict the reaction product. The product is: [CH3:19][NH:18][C:13]1[CH:12]=[C:11]([C:5]2[CH:6]=[N:1][CH:2]=[N:3][CH:4]=2)[N:16]=[C:15]([NH2:17])[N:14]=1. (8) Given the reactants [CH3:1][C:2]1[NH:3][CH:4]=[C:5]([C:7]#[C:8][C:9]2[CH:14]=[CH:13][CH:12]=[C:11]([C:15]([F:18])([F:17])[F:16])[CH:10]=2)[N:6]=1.[F:19][C:20]1[CH:21]=[N:22][CH:23]=[C:24](F)[CH:25]=1, predict the reaction product. The product is: [F:19][C:20]1[CH:21]=[N:22][CH:23]=[C:24]([N:3]2[CH:4]=[C:5]([C:7]#[C:8][C:9]3[CH:14]=[CH:13][CH:12]=[C:11]([C:15]([F:18])([F:16])[F:17])[CH:10]=3)[N:6]=[C:2]2[CH3:1])[CH:25]=1.